From a dataset of Forward reaction prediction with 1.9M reactions from USPTO patents (1976-2016). Predict the product of the given reaction. (1) Given the reactants [SH:1][CH2:2][C:3]([OH:5])=[O:4].C([O-])(O)=O.[Na+].[Br-].[Br:12][C:13]([CH:22]=[N:23][C:24]1[CH:29]=[CH:28][CH:27]=[CH:26][CH:25]=1)=[CH:14][NH2+:15][C:16]1[CH:21]=[CH:20][CH:19]=[CH:18][CH:17]=1.Cl, predict the reaction product. The product is: [Br-:12].[C:3]([CH2:2][S:1][C:13]([CH:14]=[N:15][C:16]1[CH:21]=[CH:20][CH:19]=[CH:18][CH:17]=1)=[CH:22][NH2+:23][C:24]1[CH:29]=[CH:28][CH:27]=[CH:26][CH:25]=1)([OH:5])=[O:4]. (2) Given the reactants [CH2:1]([O:3][C:4]([C:6]1[C:7]([O:25][C:26](=[O:28])[CH3:27])=[C:8]2[CH:16]=[CH:15][N:14]([CH2:17][C:18]3[CH:23]=[CH:22][CH:21]=[CH:20][C:19]=3[F:24])[C:9]2=[C:10]([C:12]#[N:13])[N:11]=1)=[O:5])[CH3:2].C1C(=O)N([Cl:36])C(=O)C1, predict the reaction product. The product is: [CH2:1]([O:3][C:4]([C:6]1[C:7]([O:25][C:26](=[O:28])[CH3:27])=[C:8]2[C:16]([Cl:36])=[CH:15][N:14]([CH2:17][C:18]3[CH:23]=[CH:22][CH:21]=[CH:20][C:19]=3[F:24])[C:9]2=[C:10]([C:12]#[N:13])[N:11]=1)=[O:5])[CH3:2]. (3) Given the reactants [OH:1][C:2]12[CH2:11][CH:6]3[CH2:7][CH:8]([CH2:10][CH:4]([CH2:5]3)[CH:3]1[C:12]#[C:13][C:14]1[N:22]=[C:21]3[C:17]([NH:18][CH:19]=[N:20]3)=[C:16]([NH2:23])[N:15]=1)[CH2:9]2.C(=O)([O-])[O-].[K+].[K+].CC1C=CC(S(O[CH2:41][CH:42]2[CH2:46][CH2:45][CH2:44][CH2:43]2)(=O)=O)=CC=1, predict the reaction product. The product is: [CH:42]1([CH2:41][N:20]2[CH:19]=[N:18][C:17]3[C:21]2=[N:22][C:14]([C:13]#[C:12][CH:3]2[CH:4]4[CH2:5][CH:6]5[CH2:7][CH:8]([CH2:9][C:2]2([OH:1])[CH2:11]5)[CH2:10]4)=[N:15][C:16]=3[NH2:23])[CH2:46][CH2:45][CH2:44][CH2:43]1. (4) Given the reactants [CH2:1]([O:8][C@@H:9]([C@H:12]([C@@H:21]([CH2:23][O:24][CH2:25][C:26]1[CH:31]=[CH:30][CH:29]=[CH:28][CH:27]=1)[OH:22])[O:13][CH2:14][C:15]1[CH:20]=[CH:19][CH:18]=[CH:17][CH:16]=1)[CH2:10][OH:11])[C:2]1[CH:7]=[CH:6][CH:5]=[CH:4][CH:3]=1.N1C=CN=C1.[CH3:37][C:38]([Si:41](Cl)([CH3:43])[CH3:42])([CH3:40])[CH3:39], predict the reaction product. The product is: [CH2:1]([O:8][C@@H:9]([C@H:12]([C@@H:21]([CH2:23][O:24][CH2:25][C:26]1[CH:27]=[CH:28][CH:29]=[CH:30][CH:31]=1)[OH:22])[O:13][CH2:14][C:15]1[CH:16]=[CH:17][CH:18]=[CH:19][CH:20]=1)[CH2:10][O:11][Si:41]([C:38]([CH3:40])([CH3:39])[CH3:37])([CH3:43])[CH3:42])[C:2]1[CH:7]=[CH:6][CH:5]=[CH:4][CH:3]=1. (5) Given the reactants Br[C:2]1[N:6]2[N:7]=[C:8]([C:11]3[CH:12]=[C:13]([C:17](=[O:19])[CH3:18])[CH:14]=[CH:15][CH:16]=3)[CH:9]=[CH:10][C:5]2=[N:4][CH:3]=1.[NH2:20][CH2:21][C:22]1[CH:27]=[CH:26][C:25](B(O)O)=[CH:24][CH:23]=1.[C:31]([O-])([O-:33])=[O:32].[K+].[K+].COCCOC, predict the reaction product. The product is: [CH:31]([O-:33])=[O:32].[NH4+:4].[NH2:20][CH2:21][C:22]1[CH:27]=[CH:26][C:25]([C:2]2[N:6]3[N:7]=[C:8]([C:11]4[CH:12]=[C:13]([C:17](=[O:19])[CH3:18])[CH:14]=[CH:15][CH:16]=4)[CH:9]=[CH:10][C:5]3=[N:4][CH:3]=2)=[CH:24][CH:23]=1. (6) Given the reactants Cl.[C:2]1([NH:8]N)[CH:7]=[CH:6][CH:5]=[CH:4][CH:3]=1.O=[C:11]1[CH2:16][CH:15]2[CH2:17][CH:13]([N:14]2[C:18](OC(C)(C)C)=O)[CH2:12]1.Cl, predict the reaction product. The product is: [NH:8]1[CH:5]2[C:4]3[C:12]4[C:13](=[CH:17][CH:15]=[CH:16][CH:11]=4)[NH:14][C:18]=3[CH2:3][CH:2]1[CH2:7][CH2:6]2.